This data is from NCI-60 drug combinations with 297,098 pairs across 59 cell lines. The task is: Regression. Given two drug SMILES strings and cell line genomic features, predict the synergy score measuring deviation from expected non-interaction effect. (1) Drug 1: CN1CCC(CC1)COC2=C(C=C3C(=C2)N=CN=C3NC4=C(C=C(C=C4)Br)F)OC. Drug 2: CC1CCCC2(C(O2)CC(NC(=O)CC(C(C(=O)C(C1O)C)(C)C)O)C(=CC3=CSC(=N3)C)C)C. Cell line: OVCAR-4. Synergy scores: CSS=11.7, Synergy_ZIP=-2.15, Synergy_Bliss=2.30, Synergy_Loewe=2.44, Synergy_HSA=1.91. (2) Drug 1: CCCCCOC(=O)NC1=NC(=O)N(C=C1F)C2C(C(C(O2)C)O)O. Drug 2: C1=CN(C=N1)CC(O)(P(=O)(O)O)P(=O)(O)O. Cell line: NCI-H460. Synergy scores: CSS=-3.23, Synergy_ZIP=1.17, Synergy_Bliss=-0.634, Synergy_Loewe=-3.16, Synergy_HSA=-2.67. (3) Drug 1: CCC1=CC2CC(C3=C(CN(C2)C1)C4=CC=CC=C4N3)(C5=C(C=C6C(=C5)C78CCN9C7C(C=CC9)(C(C(C8N6C)(C(=O)OC)O)OC(=O)C)CC)OC)C(=O)OC.C(C(C(=O)O)O)(C(=O)O)O. Drug 2: CC1=CC2C(CCC3(C2CCC3(C(=O)C)OC(=O)C)C)C4(C1=CC(=O)CC4)C. Cell line: ACHN. Synergy scores: CSS=36.7, Synergy_ZIP=-0.803, Synergy_Bliss=1.59, Synergy_Loewe=-22.7, Synergy_HSA=2.32.